Dataset: Forward reaction prediction with 1.9M reactions from USPTO patents (1976-2016). Task: Predict the product of the given reaction. (1) The product is: [CH:27]1([C@H:33]([NH:35][C:5](=[O:6])[C:4]2[CH:8]=[C:9]([O:12][C:13]3[C:18]([C:19]4[CH:24]=[CH:23][N:22]=[C:21]([NH:25][CH3:26])[N:20]=4)=[CH:17][CH:16]=[CH:15][N:14]=3)[CH:10]=[CH:11][C:3]=2[F:2])[CH3:34])[CH2:32][CH2:31][CH2:30][CH2:29][CH2:28]1. Given the reactants Cl.[F:2][C:3]1[CH:11]=[CH:10][C:9]([O:12][C:13]2[C:18]([C:19]3[CH:24]=[CH:23][N:22]=[C:21]([NH:25][CH3:26])[N:20]=3)=[CH:17][CH:16]=[CH:15][N:14]=2)=[CH:8][C:4]=1[C:5](Cl)=[O:6].[CH:27]1([C@H:33]([NH2:35])[CH3:34])[CH2:32][CH2:31][CH2:30][CH2:29][CH2:28]1, predict the reaction product. (2) Given the reactants Cl[C:2]1[CH:11]=[CH:10][N:9]=[C:8]2[C:3]=1[C:4]1[CH:16]=[CH:15][CH:14]=[CH:13][C:5]=1[C:6](=[O:12])[NH:7]2.[Cl:17][C:18]1[CH:19]=[CH:20][C:21]([CH3:25])=[C:22]([CH:24]=1)[NH2:23], predict the reaction product. The product is: [Cl:17][C:18]1[CH:19]=[CH:20][C:21]([CH3:25])=[C:22]([NH:23][C:2]2[CH:11]=[CH:10][N:9]=[C:8]3[C:3]=2[C:4]2[CH:16]=[CH:15][CH:14]=[CH:13][C:5]=2[C:6](=[O:12])[NH:7]3)[CH:24]=1. (3) Given the reactants C([O-])([O-])=O.[Cs+].[Cs+].[C:7](=[NH:20])([C:14]1[CH:19]=[CH:18][CH:17]=[CH:16][CH:15]=1)[C:8]1[CH:13]=[CH:12][CH:11]=[CH:10][CH:9]=1.Br[C:22]1[CH:23]=[CH:24][C:25]2[C:31]3([CH:40]=[CH2:41])[CH2:32][CH2:33][C:34]4([CH2:39][CH:30]3[CH2:29][CH2:28][O:27][C:26]=2[CH:42]=1)[O:38][CH2:37][CH2:36][O:35]4, predict the reaction product. The product is: [C:8]1([C:7]([C:14]2[CH:15]=[CH:16][CH:17]=[CH:18][CH:19]=2)=[N:20][C:22]2[CH:23]=[CH:24][C:25]3[C:31]4([CH:40]=[CH2:41])[CH2:32][CH2:33][C:34]5([CH2:39][CH:30]4[CH2:29][CH2:28][O:27][C:26]=3[CH:42]=2)[O:35][CH2:36][CH2:37][O:38]5)[CH:13]=[CH:12][CH:11]=[CH:10][CH:9]=1. (4) Given the reactants [Cl:1][C:2]1[CH:7]=[CH:6][C:5]([C:8]2[S:12][C:11]([CH3:13])=[C:10]([CH:14]3[C:18](=[O:19])/[C:17](=[CH:20]/[CH:21]4[CH2:26][CH2:25][O:24][CH2:23][CH2:22]4)/[CH2:16][C:15]3=[O:27])[CH:9]=2)=[CH:4][CH:3]=1, predict the reaction product. The product is: [Cl:1][C:2]1[CH:3]=[CH:4][C:5]([C:8]2[S:12][C:11]([CH3:13])=[C:10]([CH:14]3[C:18](=[O:19])[CH:17]([CH2:20][CH:21]4[CH2:26][CH2:25][O:24][CH2:23][CH2:22]4)[CH2:16][C:15]3=[O:27])[CH:9]=2)=[CH:6][CH:7]=1. (5) Given the reactants [NH2:1][C:2](=[N:16][O:17][C:18]([O:20]CC(CC)CCCC)=O)[C@@H:3]1[CH2:7][CH2:6][CH2:5][C@@H:4]1[NH:8][C:9](=[O:15])[O:10][C:11]([CH3:14])([CH3:13])[CH3:12].C1(C)C(C)=CC=CC=1, predict the reaction product. The product is: [O:20]=[C:18]1[O:17][N:16]=[C:2]([C@@H:3]2[CH2:7][CH2:6][CH2:5][C@@H:4]2[NH:8][C:9](=[O:15])[O:10][C:11]([CH3:14])([CH3:13])[CH3:12])[NH:1]1. (6) Given the reactants [CH3:1][C@H:2]1[O:7][C@@H:6]([CH3:8])[CH2:5][N:4]([C:9]2[C:16]([F:17])=[C:15]([F:18])[C:14]([C:19]#[CH:20])=[CH:13][C:10]=2[CH:11]=[O:12])[CH2:3]1.Br[C:22]1[S:26][CH:25]=[N:24][CH:23]=1, predict the reaction product. The product is: [CH3:1][C@H:2]1[O:7][C@@H:6]([CH3:8])[CH2:5][N:4]([C:9]2[C:16]([F:17])=[C:15]([F:18])[C:14]([C:19]#[C:20][C:22]3[S:26][CH:25]=[N:24][CH:23]=3)=[CH:13][C:10]=2[CH:11]=[O:12])[CH2:3]1. (7) Given the reactants [CH3:1][N:2]1[C:7](C)=[CH:6][C:5]([OH:9])=[C:4]([C:10]([O:12]CC)=O)[C:3]1=[O:15].[NH2:16][C:17]1[S:18][C:19]([Cl:22])=[CH:20][N:21]=1.Br[C:24]1C=CC=CC=1, predict the reaction product. The product is: [Cl:22][C:19]1[S:18][C:17]([NH:16][C:10]([C:4]2([CH3:24])[CH:5]([OH:9])[CH:6]=[CH:7][N:2]([CH3:1])[C:3]2=[O:15])=[O:12])=[N:21][CH:20]=1.